Dataset: Forward reaction prediction with 1.9M reactions from USPTO patents (1976-2016). Task: Predict the product of the given reaction. (1) Given the reactants [NH:1]1[C:9]2[C:4](=[CH:5][CH:6]=[CH:7][CH:8]=2)[C:3]([CH2:10][CH:11]=O)=[CH:2]1.[Cl-].[O:14]=[C:15]([NH:26][CH2:27][CH2:28][C:29]1[C:37]2[C:32](=[CH:33][CH:34]=[CH:35][CH:36]=2)[NH:31][C:30]=1[C:38]1[CH:43]=[CH:42][CH:41]=[CH:40][CH:39]=1)[C@@H:16]([NH3+:25])[CH2:17][CH2:18][CH2:19][CH2:20][CH2:21][C:22](=[O:24])[CH3:23], predict the reaction product. The product is: [NH:1]1[C:9]2[C:4](=[CH:5][CH:6]=[CH:7][CH:8]=2)[C:3]([CH2:10][CH2:11][NH:25][C@@H:16]([CH2:17][CH2:18][CH2:19][CH2:20][CH2:21][C:22](=[O:24])[CH3:23])[C:15]([NH:26][CH2:27][CH2:28][C:29]2[C:37]3[C:32](=[CH:33][CH:34]=[CH:35][CH:36]=3)[NH:31][C:30]=2[C:38]2[CH:39]=[CH:40][CH:41]=[CH:42][CH:43]=2)=[O:14])=[CH:2]1. (2) Given the reactants [I-].[C:2]1(C([PH3+])(C2C=CC=CC=2)C2C=CC=CC=2)C=CC=CC=1.[H-].[Na+].[OH:24][C:25]1[CH:42]=[CH:41][C:40]2[C@:39]3([CH:43]=O)[C@H:30]([C@H:31]4[C@@:35]([CH2:37][CH2:38]3)([CH3:36])[CH2:34][C@H:33]([OH:45])[CH2:32]4)[CH2:29][CH2:28][C:27]=2[CH:26]=1.O, predict the reaction product. The product is: [CH:43]([C@:39]12[CH2:38][CH2:37][C@@:35]3([CH3:36])[C@@H:31]([CH2:32][C@@H:33]([OH:45])[CH2:34]3)[C@@H:30]1[CH2:29][CH2:28][C:27]1[CH:26]=[C:25]([OH:24])[CH:42]=[CH:41][C:40]2=1)=[CH2:2]. (3) Given the reactants [Cl:1][CH:2]([C:6]1[CH:11]=[CH:10][CH:9]=[CH:8][CH:7]=1)[C:3](Cl)=[O:4].[NH2:12][C:13]1[S:14][CH:15]=[C:16]([C:18]2[CH:23]=[CH:22][C:21]([Cl:24])=[CH:20][CH:19]=2)[N:17]=1.N1C=CC=CC=1, predict the reaction product. The product is: [Cl:1][CH:2]([C:6]1[CH:11]=[CH:10][CH:9]=[CH:8][CH:7]=1)[C:3]([NH:12][C:13]1[S:14][CH:15]=[C:16]([C:18]2[CH:19]=[CH:20][C:21]([Cl:24])=[CH:22][CH:23]=2)[N:17]=1)=[O:4].